This data is from Forward reaction prediction with 1.9M reactions from USPTO patents (1976-2016). The task is: Predict the product of the given reaction. (1) The product is: [Cl:1][C:2]1[CH:3]=[C:4]2[C:8](=[CH:9][CH:10]=1)[NH:7][C:6]([C:11]([N:31]1[CH2:30][CH2:29][NH:28][CH:27]([CH3:26])[CH2:32]1)=[O:13])=[CH:5]2. Given the reactants [Cl:1][C:2]1[CH:3]=[C:4]2[C:8](=[CH:9][CH:10]=1)[NH:7][C:6]([C:11]([OH:13])=O)=[CH:5]2.Cl.CN(C)CCCN=C=NCC.[CH3:26][CH:27]1[CH2:32][NH:31][CH2:30][CH2:29][NH:28]1, predict the reaction product. (2) Given the reactants C(SC1C=C(O)C(=O)NC=1)C1C=CC=CC=1.COC[O:20][C:21]1[C:22](=[O:42])[N:23](COC)[CH:24]=[C:25]([S:27][CH2:28][C:29]2[CH:30]=[N:31][C:32]([C:35]([F:38])([F:37])[F:36])=[CH:33][CH:34]=2)[CH:26]=1, predict the reaction product. The product is: [OH:20][C:21]1[C:22](=[O:42])[NH:23][CH:24]=[C:25]([S:27][CH2:28][C:29]2[CH:30]=[N:31][C:32]([C:35]([F:36])([F:38])[F:37])=[CH:33][CH:34]=2)[CH:26]=1. (3) The product is: [F:1][C:2]1[CH:7]=[CH:6][C:5]([N:8]2[CH:11]([C:12]3[CH:17]=[CH:16][C:15]([O:18][CH2:19][CH2:20][CH2:21][CH2:22][CH2:23][CH2:24][CH2:25][CH2:26][CH2:27][CH2:28][N:43]([CH3:42])[CH2:44][CH:45]([OH:54])[CH:46]([OH:53])[CH:47]([OH:52])[CH:48]([OH:51])[CH2:49][OH:50])=[CH:14][CH:13]=3)[CH:10]([CH2:30][CH2:31][CH:32]([C:34]3[CH:39]=[CH:38][C:37]([F:40])=[CH:36][CH:35]=3)[OH:33])[C:9]2=[O:41])=[CH:4][CH:3]=1. Given the reactants [F:1][C:2]1[CH:7]=[CH:6][C:5]([N:8]2[CH:11]([C:12]3[CH:17]=[CH:16][C:15]([O:18][CH2:19][CH2:20][CH2:21][CH2:22][CH2:23][CH2:24][CH2:25][CH2:26][CH2:27][CH2:28]I)=[CH:14][CH:13]=3)[CH:10]([CH2:30][CH2:31][CH:32]([C:34]3[CH:39]=[CH:38][C:37]([F:40])=[CH:36][CH:35]=3)[OH:33])[C:9]2=[O:41])=[CH:4][CH:3]=1.[CH3:42][NH:43][CH2:44][CH:45]([OH:54])[CH:46]([OH:53])[CH:47]([OH:52])[CH:48]([OH:51])[CH2:49][OH:50], predict the reaction product.